From a dataset of Peptide-MHC class II binding affinity with 134,281 pairs from IEDB. Regression. Given a peptide amino acid sequence and an MHC pseudo amino acid sequence, predict their binding affinity value. This is MHC class II binding data. (1) The peptide sequence is ITQFILEHRAKGSCKYALPLRIPPSACLSPQ. The MHC is DRB1_0101 with pseudo-sequence DRB1_0101. The binding affinity (normalized) is 0.631. (2) The peptide sequence is ERSLWIIFSKNLNIK. The MHC is HLA-DQA10101-DQB10501 with pseudo-sequence HLA-DQA10101-DQB10501. The binding affinity (normalized) is 0.391.